From a dataset of NCI-60 drug combinations with 297,098 pairs across 59 cell lines. Regression. Given two drug SMILES strings and cell line genomic features, predict the synergy score measuring deviation from expected non-interaction effect. (1) Drug 1: COC1=NC(=NC2=C1N=CN2C3C(C(C(O3)CO)O)O)N. Drug 2: C1CN1C2=NC(=NC(=N2)N3CC3)N4CC4. Cell line: HS 578T. Synergy scores: CSS=10.9, Synergy_ZIP=-3.82, Synergy_Bliss=-2.36, Synergy_Loewe=-0.637, Synergy_HSA=0.853. (2) Drug 1: C1=CC(=CC=C1CCCC(=O)O)N(CCCl)CCCl. Drug 2: C1=CC=C(C=C1)NC(=O)CCCCCCC(=O)NO. Cell line: UACC62. Synergy scores: CSS=20.0, Synergy_ZIP=-11.4, Synergy_Bliss=-9.12, Synergy_Loewe=-6.55, Synergy_HSA=-5.21. (3) Drug 1: CC1C(C(=O)NC(C(=O)N2CCCC2C(=O)N(CC(=O)N(C(C(=O)O1)C(C)C)C)C)C(C)C)NC(=O)C3=C4C(=C(C=C3)C)OC5=C(C(=O)C(=C(C5=N4)C(=O)NC6C(OC(=O)C(N(C(=O)CN(C(=O)C7CCCN7C(=O)C(NC6=O)C(C)C)C)C)C(C)C)C)N)C. Drug 2: CC1=C(C=C(C=C1)C(=O)NC2=CC(=CC(=C2)C(F)(F)F)N3C=C(N=C3)C)NC4=NC=CC(=N4)C5=CN=CC=C5. Cell line: LOX IMVI. Synergy scores: CSS=21.4, Synergy_ZIP=14.8, Synergy_Bliss=16.2, Synergy_Loewe=12.0, Synergy_HSA=12.2. (4) Drug 1: CCC1=C2CN3C(=CC4=C(C3=O)COC(=O)C4(CC)O)C2=NC5=C1C=C(C=C5)O. Drug 2: CN(CC1=CN=C2C(=N1)C(=NC(=N2)N)N)C3=CC=C(C=C3)C(=O)NC(CCC(=O)O)C(=O)O. Cell line: UACC62. Synergy scores: CSS=28.0, Synergy_ZIP=-6.83, Synergy_Bliss=-5.57, Synergy_Loewe=-4.36, Synergy_HSA=-2.36. (5) Drug 1: C1CC(C1)(C(=O)O)C(=O)O.[NH2-].[NH2-].[Pt+2]. Drug 2: CCC1=C2CN3C(=CC4=C(C3=O)COC(=O)C4(CC)O)C2=NC5=C1C=C(C=C5)O. Cell line: SW-620. Synergy scores: CSS=39.7, Synergy_ZIP=0.649, Synergy_Bliss=4.67, Synergy_Loewe=-5.05, Synergy_HSA=4.53.